Dataset: Forward reaction prediction with 1.9M reactions from USPTO patents (1976-2016). Task: Predict the product of the given reaction. (1) Given the reactants [F:1][C:2]1[CH:7]=[CH:6][C:5]([C:8]2[N:9]=[N:10][N:11]3[CH:16]=[C:15]4[C:17]5([CH2:27][C:28]6[CH:33]=[CH:32][CH:31]=[CH:30][N:29]=6)[CH2:25][CH2:24][C:23](=[O:26])[CH2:22][CH:18]5[CH2:19][CH2:20][CH2:21][C:14]4=[CH:13][C:12]=23)=[CH:4][CH:3]=1.[F-].[Cs+].C[Si](C)(C)[C:38]([F:41])([F:40])[F:39].CCCC[N+](CCCC)(CCCC)CCCC.[F-], predict the reaction product. The product is: [F:1][C:2]1[CH:3]=[CH:4][C:5]([C:8]2[N:9]=[N:10][N:11]3[CH:16]=[C:15]4[C:17]5([CH2:27][C:28]6[CH:33]=[CH:32][CH:31]=[CH:30][N:29]=6)[CH2:25][CH2:24][C:23]([C:38]([F:41])([F:40])[F:39])([OH:26])[CH2:22][CH:18]5[CH2:19][CH2:20][CH2:21][C:14]4=[CH:13][C:12]=23)=[CH:6][CH:7]=1. (2) Given the reactants [Cl:1][C:2]1[CH:29]=[CH:28][C:5]([CH2:6][NH:7][C:8](=[O:27])[CH2:9][C@@H:10]2[CH2:21]C=CC[CH2:17][C:16](=[O:22])[O:15][CH2:14][C@@H:13]3[CH2:23][CH2:24][CH2:25][N:12]3[C:11]2=[O:26])=[CH:4][CH:3]=1.C[N+]1([O-])CC[O:34]CC1.S([O-])([O-])=O.[Na+].[Na+].[CH3:44][C:45]([OH:48])([CH3:47])C.C1COCC1.O, predict the reaction product. The product is: [Cl:1][C:2]1[CH:29]=[CH:28][C:5]([CH2:6][NH:7][C:8](=[O:27])[CH2:9][C@@H:10]2[CH2:21][C@H:44]([OH:34])[C@@H:45]([OH:48])[CH2:47][CH2:17][C:16](=[O:22])[O:15][CH2:14][C@@H:13]3[CH2:23][CH2:24][CH2:25][N:12]3[C:11]2=[O:26])=[CH:4][CH:3]=1. (3) Given the reactants [C:1]([O:4][CH2:5][C@@H:6]1[C@@H:11]([O:12][CH2:13][C:14]2[CH:19]=[CH:18][CH:17]=[CH:16][CH:15]=2)[C@H:10]([O:20][CH2:21][C:22]2[CH:27]=[CH:26][CH:25]=[CH:24][CH:23]=2)[C@@H:9]([O:28][CH2:29][C:30]2[CH:35]=[CH:34][CH:33]=[CH:32][CH:31]=2)[C@H:8]([C:36]2[CH:41]=[C:40]([CH2:42][C:43]3[CH:48]=[CH:47][C:46]([O:49][CH2:50][CH3:51])=[CH:45][CH:44]=3)[C:39]([Cl:52])=[CH:38][C:37]=2[O:53]CC=C)[O:7]1)(=[O:3])[CH3:2].[BH4-].[Na+], predict the reaction product. The product is: [C:1]([O:4][CH2:5][C@@H:6]1[C@@H:11]([O:12][CH2:13][C:14]2[CH:15]=[CH:16][CH:17]=[CH:18][CH:19]=2)[C@H:10]([O:20][CH2:21][C:22]2[CH:23]=[CH:24][CH:25]=[CH:26][CH:27]=2)[C@@H:9]([O:28][CH2:29][C:30]2[CH:35]=[CH:34][CH:33]=[CH:32][CH:31]=2)[C@H:8]([C:36]2[CH:41]=[C:40]([CH2:42][C:43]3[CH:48]=[CH:47][C:46]([O:49][CH2:50][CH3:51])=[CH:45][CH:44]=3)[C:39]([Cl:52])=[CH:38][C:37]=2[OH:53])[O:7]1)(=[O:3])[CH3:2]. (4) Given the reactants C[O:2][C:3]([C:5]1[CH2:10][CH:9]([CH2:11][CH2:12][O:13][CH2:14][C:15]2[CH:20]=[CH:19][CH:18]=[CH:17][CH:16]=2)[CH2:8][CH2:7][CH:6]=1)=O.CC(C[AlH]CC(C)C)C, predict the reaction product. The product is: [CH2:14]([O:13][CH2:12][CH2:11][CH:9]1[CH2:10][C:5]([CH2:3][OH:2])=[CH:6][CH2:7][CH2:8]1)[C:15]1[CH:20]=[CH:19][CH:18]=[CH:17][CH:16]=1. (5) Given the reactants Cl[C:2]1[N:3]=[N:4][CH:5]=[C:6]2[CH:10]=[C:9]([C:11]3[CH:12]=[C:13]([CH:20]=[CH:21][C:22]=3[CH3:23])[C:14]([NH:16][CH:17]3[CH2:19][CH2:18]3)=[O:15])[S:8][C:7]=12.[NH:24]1[CH2:29][CH2:28][NH:27][CH2:26][C:25]1=[O:30].C(N(CC)C(C)C)(C)C, predict the reaction product. The product is: [CH:17]1([NH:16][C:14](=[O:15])[C:13]2[CH:20]=[CH:21][C:22]([CH3:23])=[C:11]([C:9]3[S:8][C:7]4=[C:2]([N:27]5[CH2:28][CH2:29][NH:24][C:25](=[O:30])[CH2:26]5)[N:3]=[N:4][CH:5]=[C:6]4[CH:10]=3)[CH:12]=2)[CH2:19][CH2:18]1. (6) Given the reactants [CH:1]1([N:4]([CH2:12][C:13]2[CH:18]=[CH:17][C:16]([C:19]3[S:27][C:26]4[C:21](=[N:22][CH:23]=[CH:24][C:25]=4[O:28][C:29]4[CH:34]=[CH:33][C:32]([N+:35]([O-])=O)=[CH:31][C:30]=4[F:38])[CH:20]=3)=[CH:15][CH:14]=2)[C:5](=[O:11])[O:6][C:7]([CH3:10])([CH3:9])[CH3:8])[CH2:3][CH2:2]1.CO.[Cl-].[NH4+], predict the reaction product. The product is: [NH2:35][C:32]1[CH:33]=[CH:34][C:29]([O:28][C:25]2[CH:24]=[CH:23][N:22]=[C:21]3[CH:20]=[C:19]([C:16]4[CH:15]=[CH:14][C:13]([CH2:12][N:4]([CH:1]5[CH2:2][CH2:3]5)[C:5](=[O:11])[O:6][C:7]([CH3:10])([CH3:9])[CH3:8])=[CH:18][CH:17]=4)[S:27][C:26]=23)=[C:30]([F:38])[CH:31]=1. (7) Given the reactants C1(C)C=C(C)C=C(C)C=1.CS(O)(=O)=O.C([CH:22]([CH2:26][CH2:27][CH2:28][C@H:29]1[C@@H:37]2[C@@H:32]([NH:33][C:34]([NH:36]2)=[O:35])[CH2:31][S:30]1)[C:23](=[O:25])[OH:24])C1C=CC=CC=1.C(O)(=O)C, predict the reaction product. The product is: [OH:25][C:23]([CH2:22][CH2:26][CH2:27][CH2:28][C@H:29]1[C@@H:37]2[C@@H:32]([NH:33][C:34]([NH:36]2)=[O:35])[CH2:31][S:30]1)=[O:24].